Dataset: Forward reaction prediction with 1.9M reactions from USPTO patents (1976-2016). Task: Predict the product of the given reaction. (1) Given the reactants [Cl:1][C:2]1[C:16]([S:17][CH2:18][CH3:19])=[C:15]([Cl:20])[CH:14]=[C:13]([F:21])[C:3]=1[C:4]([NH:6][C:7]1[N:11]([CH3:12])[N:10]=[N:9][N:8]=1)=[O:5].[OH:22]O, predict the reaction product. The product is: [Cl:1][C:2]1[C:16]([S:17]([CH2:18][CH3:19])=[O:22])=[C:15]([Cl:20])[CH:14]=[C:13]([F:21])[C:3]=1[C:4]([NH:6][C:7]1[N:11]([CH3:12])[N:10]=[N:9][N:8]=1)=[O:5]. (2) Given the reactants [CH2:1]([C:4]1[CH:13]=[N:12][C:11]2[C:6](=[CH:7][CH:8]=[CH:9][CH:10]=2)[N:5]=1)[CH2:2][CH3:3], predict the reaction product. The product is: [CH2:1]([C@H:4]1[CH2:13][NH:12][C:11]2[C:6](=[CH:7][CH:8]=[CH:9][CH:10]=2)[NH:5]1)[CH2:2][CH3:3].